This data is from Full USPTO retrosynthesis dataset with 1.9M reactions from patents (1976-2016). The task is: Predict the reactants needed to synthesize the given product. (1) Given the product [Br:1][C:2]1[CH:3]=[CH:4][C:5]2[NH:11][C:10](=[S:24])[CH2:9][CH2:8][C:7](=[O:13])[C:6]=2[CH:14]=1, predict the reactants needed to synthesize it. The reactants are: [Br:1][C:2]1[CH:3]=[CH:4][C:5]2[NH:11][C:10](=O)[CH2:9][CH2:8][C:7](=[O:13])[C:6]=2[CH:14]=1.COC1C=CC(P2(SP(C3C=CC(OC)=CC=3)(=S)S2)=[S:24])=CC=1. (2) Given the product [CH3:7][C:8]1[N:9]=[C:10]([NH:13][C:14]2[N:15]=[CH:16][C:17]([CH2:18][OH:19])=[C:23]([O:25][C:26]3[CH:31]=[CH:30][CH:29]=[CH:28][CH:27]=3)[CH:24]=2)[S:11][CH:12]=1, predict the reactants needed to synthesize it. The reactants are: [H-].[Al+3].[Li+].[H-].[H-].[H-].[CH3:7][C:8]1[N:9]=[C:10]([NH:13][C:14]2[CH:24]=[C:23]([O:25][C:26]3[CH:31]=[CH:30][CH:29]=[CH:28][CH:27]=3)[C:17]([C:18](OCC)=[O:19])=[CH:16][N:15]=2)[S:11][CH:12]=1.